From a dataset of Forward reaction prediction with 1.9M reactions from USPTO patents (1976-2016). Predict the product of the given reaction. (1) The product is: [Br:1][C:2]1[CH:3]=[CH:4][C:5]([C:10]([Br:17])([F:11])[F:12])=[C:6]([CH:9]=1)[C:7]#[N:8]. Given the reactants [Br:1][C:2]1[CH:3]=[CH:4][C:5]([CH:10]([F:12])[F:11])=[C:6]([CH:9]=1)[C:7]#[N:8].C([Br:17])(Cl)(Cl)Cl.C([O-])([O-])=O.[Na+].[Na+], predict the reaction product. (2) Given the reactants [Cl:1][C:2]1[CH:7]=[CH:6][C:5]([S:8]([N:11]([CH3:17])[C:12](=[CH2:16])[C:13]([OH:15])=O)(=[O:10])=[O:9])=[CH:4][CH:3]=1.CCOC(OC(OCC)=O)=O.[F:29][C:30]([F:47])([F:46])[O:31][C:32]1[CH:37]=[CH:36][C:35]([C:38]2[CH:43]=[C:42]([CH2:44][NH2:45])[CH:41]=[CH:40][N:39]=2)=[CH:34][CH:33]=1, predict the reaction product. The product is: [Cl:1][C:2]1[CH:3]=[CH:4][C:5]([S:8]([N:11]([CH3:17])[C:12](=[CH2:16])[C:13]([NH:45][CH2:44][C:42]2[CH:41]=[CH:40][N:39]=[C:38]([C:35]3[CH:34]=[CH:33][C:32]([O:31][C:30]([F:47])([F:29])[F:46])=[CH:37][CH:36]=3)[CH:43]=2)=[O:15])(=[O:9])=[O:10])=[CH:6][CH:7]=1. (3) Given the reactants [CH3:1][O:2][C:3]1[CH:4]=[C:5]([C:11]2[CH:15]=[N:14][NH:13][C:12]=2[NH2:16])[CH:6]=[CH:7][C:8]=1[O:9][CH3:10].[F:17][C:18]1[CH:19]=[C:20]([CH:25]([C:28](=O)[CH3:29])[C:26]#[N:27])[CH:21]=[CH:22][C:23]=1[F:24], predict the reaction product. The product is: [F:17][C:18]1[CH:19]=[C:20]([C:25]2[C:28]([CH3:29])=[N:16][C:12]3[N:13]([N:14]=[CH:15][C:11]=3[C:5]3[CH:6]=[CH:7][C:8]([O:9][CH3:10])=[C:3]([O:2][CH3:1])[CH:4]=3)[C:26]=2[NH2:27])[CH:21]=[CH:22][C:23]=1[F:24].